Dataset: Forward reaction prediction with 1.9M reactions from USPTO patents (1976-2016). Task: Predict the product of the given reaction. (1) Given the reactants O[CH2:2][CH2:3][N:4]1[CH2:8][CH2:7][O:6][C:5]1=[O:9].C(Br)(Br)(Br)[Br:11].C1(P(C2C=CC=CC=2)C2C=CC=CC=2)C=CC=CC=1.C1(P(=O)(C2C=CC=CC=2)C2C=CC=CC=2)C=CC=CC=1, predict the reaction product. The product is: [Br:11][CH2:2][CH2:3][N:4]1[CH2:8][CH2:7][O:6][C:5]1=[O:9]. (2) Given the reactants [C:1]([O:5][C:6]([N:8]([CH2:12][C:13]([OH:15])=O)[CH2:9][CH2:10][CH3:11])=[O:7])([CH3:4])([CH3:3])[CH3:2].[C:16]12([NH2:26])[CH2:25][CH:20]3[CH2:21][CH:22]([CH2:24][CH:18]([CH2:19]3)[CH2:17]1)[CH2:23]2.C(N(CC)C(C)C)(C)C, predict the reaction product. The product is: [C:16]12([NH:26][C:13](=[O:15])[CH2:12][N:8]([C:6]([O:5][C:1]([CH3:2])([CH3:3])[CH3:4])=[O:7])[CH2:9][CH2:10][CH3:11])[CH2:23][CH:22]3[CH2:21][CH:20]([CH2:19][CH:18]([CH2:24]3)[CH2:17]1)[CH2:25]2. (3) Given the reactants I[C:2]1[CH:3]=[C:4]2[C:9](=[CH:10][CH:11]=1)[N:8]=[CH:7][N:6]([CH2:12][C:13]1[CH:18]=[CH:17][C:16]([O:19][CH3:20])=[CH:15][CH:14]=1)[C:5]2=[O:21].[CH2:22]([O:24][C:25](=[O:32])[CH2:26][C:27]([O:29][CH2:30][CH3:31])=[O:28])[CH3:23].C1(C2C=CC=CC=2)C(O)=CC=CC=1.C(=O)([O-])[O-].[Cs+].[Cs+].C(=O)(O)[O-].[Na+], predict the reaction product. The product is: [CH2:22]([O:24][C:25](=[O:32])[CH:26]([C:2]1[CH:3]=[C:4]2[C:9](=[CH:10][CH:11]=1)[N:8]=[CH:7][N:6]([CH2:12][C:13]1[CH:18]=[CH:17][C:16]([O:19][CH3:20])=[CH:15][CH:14]=1)[C:5]2=[O:21])[C:27]([O:29][CH2:30][CH3:31])=[O:28])[CH3:23]. (4) Given the reactants [N:1]1CCCN2CCC[CH2:8][CH2:7][C:6]=12.[F:12][C:13]1[CH:14]=[C:15]([N:19]2[CH2:23][CH2:22][CH:21]([O:24][C:25]3[CH:30]=[CH:29][C:28]([CH:31]4[CH:36]([O:37][CH2:38][C:39]5[CH:40]=[CH:41][C:42]6[O:47][CH2:46][CH2:45][N:44]([CH2:48][CH2:49][CH2:50][O:51][CH3:52])[C:43]=6[CH:53]=5)[CH2:35][N:34]([S:54]([C:57]5[CH:62]=[CH:61][C:60]([CH3:63])=[CH:59][CH:58]=5)(=[O:56])=[O:55])[CH2:33][CH:32]4[OH:64])=[CH:27][CH:26]=3)[CH2:20]2)[CH:16]=[CH:17][CH:18]=1.C(#N)C=C, predict the reaction product. The product is: [F:12][C:13]1[CH:14]=[C:15]([N:19]2[CH2:23][CH2:22][CH:21]([O:24][C:25]3[CH:26]=[CH:27][C:28]([CH:31]4[CH:36]([O:37][CH2:38][C:39]5[CH:40]=[CH:41][C:42]6[O:47][CH2:46][CH2:45][N:44]([CH2:48][CH2:49][CH2:50][O:51][CH3:52])[C:43]=6[CH:53]=5)[CH2:35][N:34]([S:54]([C:57]5[CH:62]=[CH:61][C:60]([CH3:63])=[CH:59][CH:58]=5)(=[O:56])=[O:55])[CH2:33][CH:32]4[O:64][CH2:8][CH2:7][C:6]#[N:1])=[CH:29][CH:30]=3)[CH2:20]2)[CH:16]=[CH:17][CH:18]=1. (5) Given the reactants Cl.Cl.[CH3:3][C:4]1([CH2:9][O:10][C:11]2[C:12]([C:17]([O:19][CH2:20][CH3:21])=[O:18])=[N:13][CH:14]=[CH:15][CH:16]=2)[CH2:8][CH2:7][NH:6][CH2:5]1.[F:22][C:23]([F:34])([F:33])[C@H:24]1[CH2:29][CH2:28][C@H:27]([C:30](O)=[O:31])[CH2:26][CH2:25]1.N1C2C(=CC=CC=2)C=C1C(O)=O, predict the reaction product. The product is: [CH3:3][C:4]1([CH2:9][O:10][C:11]2[C:12]([C:17]([O:19][CH2:20][CH3:21])=[O:18])=[N:13][CH:14]=[CH:15][CH:16]=2)[CH2:8][CH2:7][N:6]([C:30]([C@H:27]2[CH2:26][CH2:25][C@H:24]([C:23]([F:22])([F:33])[F:34])[CH2:29][CH2:28]2)=[O:31])[CH2:5]1.